From a dataset of Reaction yield outcomes from USPTO patents with 853,638 reactions. Predict the reaction yield, written as a fraction of the theoretical maximum amount of product (1.0 means a 100% yield; for example, 0.34 means a 34% yield). (1) The reactants are [C-:1]#[N:2].[Na+].Cl.[CH3:5][NH:6][CH3:7].[C:8]1([C:14]2[N:15]=[C:16]([CH:19]=O)[S:17][CH:18]=2)[CH:13]=[CH:12][CH:11]=[CH:10][CH:9]=1. The catalyst is O.CO. The product is [CH3:5][N:6]([CH3:7])[CH:19]([C:16]1[S:17][CH:18]=[C:14]([C:8]2[CH:13]=[CH:12][CH:11]=[CH:10][CH:9]=2)[N:15]=1)[C:1]#[N:2]. The yield is 0.310. (2) The reactants are [CH3:1][O:2][C:3]([C:5]1[S:9][C:8]2[CH:10]=[C:11]([C:14]([F:17])([F:16])[F:15])[CH:12]=[CH:13][C:7]=2[C:6]=1[CH:18]1[CH2:23][CH2:22][N:21](CC2C=CC=CC=2)[CH2:20][CH2:19]1)=[O:4].Cl[C:32]([O:34][CH3:35])=[O:33]. The catalyst is C(Cl)Cl. The product is [CH3:35][O:34][C:32]([N:21]1[CH2:22][CH2:23][CH:18]([C:6]2[C:7]3[CH:13]=[CH:12][C:11]([C:14]([F:17])([F:15])[F:16])=[CH:10][C:8]=3[S:9][C:5]=2[C:3]([O:2][CH3:1])=[O:4])[CH2:19][CH2:20]1)=[O:33]. The yield is 0.770. (3) The reactants are [Cl:1][C:2]1[CH:3]=[C:4]([CH:24]=[CH:25][C:26]=1[S:27][C:28]1[NH:29][CH:30]=[CH:31][N:32]=1)[NH:5][C:6]1[C:15]2[C:10](=[CH:11][CH:12]=[CH:13][C:14]=2[O:16][CH:17]2[CH2:22][CH2:21][N:20]([CH3:23])[CH2:19][CH2:18]2)[N:9]=[CH:8][N:7]=1.Br[CH2:34][C:35]([O:37][C:38]([CH3:41])([CH3:40])[CH3:39])=[O:36]. No catalyst specified. The product is [C:38]([O:37][C:35]([CH2:34][N:29]1[CH:30]=[CH:31][N:32]=[C:28]1[S:27][C:26]1[CH:25]=[CH:24][C:4]([NH:5][C:6]2[C:15]3[C:10](=[CH:11][CH:12]=[CH:13][C:14]=3[O:16][CH:17]3[CH2:22][CH2:21][N:20]([CH3:23])[CH2:19][CH2:18]3)[N:9]=[CH:8][N:7]=2)=[CH:3][C:2]=1[Cl:1])=[O:36])([CH3:41])([CH3:40])[CH3:39]. The yield is 0.440. (4) The reactants are [Cl:1][C:2]1[CH:7]=[CH:6][CH:5]=[CH:4][C:3]=1[S:8]([NH:11][C:12]1[C:17]([C:18]2[CH:23]=[CH:22][C:21]([CH2:24]O)=[CH:20][CH:19]=2)=[N:16][CH:15]=[CH:14][N:13]=1)(=[O:10])=[O:9].S(Cl)([Cl:28])=O. The catalyst is ClCCl. The product is [Cl:1][C:2]1[CH:7]=[CH:6][CH:5]=[CH:4][C:3]=1[S:8]([NH:11][C:12]1[C:17]([C:18]2[CH:23]=[CH:22][C:21]([CH2:24][Cl:28])=[CH:20][CH:19]=2)=[N:16][CH:15]=[CH:14][N:13]=1)(=[O:10])=[O:9]. The yield is 0.950.